This data is from Catalyst prediction with 721,799 reactions and 888 catalyst types from USPTO. The task is: Predict which catalyst facilitates the given reaction. (1) Reactant: [CH2:1]([C:4]1[CH:9]=[C:8]([C:10]([F:13])([F:12])[F:11])[CH:7]=[CH:6][C:5]=1[C:14]1[C:23]2[C:18](=[CH:19][C:20]([S:24]([N:27]([CH2:33][C:34]3[CH:39]=[CH:38][C:37]([O:40][CH3:41])=[CH:36][C:35]=3[O:42][CH3:43])[C:28]3[S:29][CH:30]=[CH:31][N:32]=3)(=[O:26])=[O:25])=[CH:21][CH:22]=2)[CH:17]=[CH:16][N:15]=1)[CH:2]=[CH2:3].C[N+]1([O-])CC[O:48]CC1.CC(O)(C)C.[OH2:57]. Product: [OH:57][CH:2]([CH2:3][OH:48])[CH2:1][C:4]1[CH:9]=[C:8]([C:10]([F:11])([F:12])[F:13])[CH:7]=[CH:6][C:5]=1[C:14]1[C:23]2[C:18](=[CH:19][C:20]([S:24]([N:27]([CH2:33][C:34]3[CH:39]=[CH:38][C:37]([O:40][CH3:41])=[CH:36][C:35]=3[O:42][CH3:43])[C:28]3[S:29][CH:30]=[CH:31][N:32]=3)(=[O:25])=[O:26])=[CH:21][CH:22]=2)[CH:17]=[CH:16][N:15]=1. The catalyst class is: 771. (2) Reactant: Cl[C:2]1[CH:11]=[C:10]2[C:5]([C:6]([C:12]3[CH:17]=[CH:16][C:15]([C:18]([F:21])([F:20])[F:19])=[CH:14][C:13]=3[O:22][CH3:23])=[CH:7][N:8]=[N:9]2)=[CH:4][CH:3]=1.CC1(C)C2C(=C(P(C3C=CC=CC=3)C3C=CC=CC=3)C=CC=2)OC2C(P(C3C=CC=CC=3)C3C=CC=CC=3)=CC=CC1=2.O1CCOCC1.[CH2:72]([SH:79])[C:73]1[CH:78]=[CH:77][CH:76]=[CH:75][CH:74]=1. Product: [CH2:72]([S:79][C:2]1[CH:11]=[C:10]2[C:5]([C:6]([C:12]3[CH:17]=[CH:16][C:15]([C:18]([F:21])([F:20])[F:19])=[CH:14][C:13]=3[O:22][CH3:23])=[CH:7][N:8]=[N:9]2)=[CH:4][CH:3]=1)[C:73]1[CH:78]=[CH:77][CH:76]=[CH:75][CH:74]=1. The catalyst class is: 110.